This data is from Peptide-MHC class II binding affinity with 134,281 pairs from IEDB. The task is: Regression. Given a peptide amino acid sequence and an MHC pseudo amino acid sequence, predict their binding affinity value. This is MHC class II binding data. (1) The peptide sequence is LGHRDALEDDLLNRN. The MHC is HLA-DPA10201-DPB11401 with pseudo-sequence HLA-DPA10201-DPB11401. The binding affinity (normalized) is 0. (2) The peptide sequence is EKKYVAATQFEPLAA. The MHC is DRB1_1602 with pseudo-sequence DRB1_1602. The binding affinity (normalized) is 0.570.